Dataset: NCI-60 drug combinations with 297,098 pairs across 59 cell lines. Task: Regression. Given two drug SMILES strings and cell line genomic features, predict the synergy score measuring deviation from expected non-interaction effect. (1) Drug 1: CC1C(C(CC(O1)OC2CC(CC3=C2C(=C4C(=C3O)C(=O)C5=C(C4=O)C(=CC=C5)OC)O)(C(=O)CO)O)N)O.Cl. Drug 2: CC1=CC2C(CCC3(C2CCC3(C(=O)C)OC(=O)C)C)C4(C1=CC(=O)CC4)C. Cell line: SNB-75. Synergy scores: CSS=1.65, Synergy_ZIP=2.45, Synergy_Bliss=2.63, Synergy_Loewe=3.33, Synergy_HSA=-0.295. (2) Drug 1: CCN(CC)CCNC(=O)C1=C(NC(=C1C)C=C2C3=C(C=CC(=C3)F)NC2=O)C. Drug 2: C1=NC2=C(N1)C(=S)N=CN2. Cell line: TK-10. Synergy scores: CSS=41.1, Synergy_ZIP=1.58, Synergy_Bliss=2.02, Synergy_Loewe=-21.3, Synergy_HSA=0.290. (3) Drug 1: C(CCl)NC(=O)N(CCCl)N=O. Drug 2: CC1C(C(CC(O1)OC2CC(CC3=C2C(=C4C(=C3O)C(=O)C5=C(C4=O)C(=CC=C5)OC)O)(C(=O)CO)O)N)O.Cl. Cell line: COLO 205. Synergy scores: CSS=56.1, Synergy_ZIP=-2.49, Synergy_Bliss=-0.718, Synergy_Loewe=-21.2, Synergy_HSA=1.12. (4) Drug 1: C1=CN(C=N1)CC(O)(P(=O)(O)O)P(=O)(O)O. Drug 2: C1C(C(OC1N2C=NC(=NC2=O)N)CO)O. Cell line: CAKI-1. Synergy scores: CSS=2.40, Synergy_ZIP=5.22, Synergy_Bliss=0.429, Synergy_Loewe=-0.0202, Synergy_HSA=-0.399. (5) Drug 1: CC1=C(C=C(C=C1)C(=O)NC2=CC(=CC(=C2)C(F)(F)F)N3C=C(N=C3)C)NC4=NC=CC(=N4)C5=CN=CC=C5. Drug 2: CCCCC(=O)OCC(=O)C1(CC(C2=C(C1)C(=C3C(=C2O)C(=O)C4=C(C3=O)C=CC=C4OC)O)OC5CC(C(C(O5)C)O)NC(=O)C(F)(F)F)O. Cell line: DU-145. Synergy scores: CSS=39.4, Synergy_ZIP=-3.25, Synergy_Bliss=-5.42, Synergy_Loewe=-5.26, Synergy_HSA=-3.04. (6) Drug 1: COC1=C(C=C2C(=C1)N=CN=C2NC3=CC(=C(C=C3)F)Cl)OCCCN4CCOCC4. Drug 2: CCCS(=O)(=O)NC1=C(C(=C(C=C1)F)C(=O)C2=CNC3=C2C=C(C=N3)C4=CC=C(C=C4)Cl)F. Cell line: LOX IMVI. Synergy scores: CSS=27.4, Synergy_ZIP=-7.04, Synergy_Bliss=-6.99, Synergy_Loewe=-14.0, Synergy_HSA=-3.51. (7) Drug 1: CC1C(C(=O)NC(C(=O)N2CCCC2C(=O)N(CC(=O)N(C(C(=O)O1)C(C)C)C)C)C(C)C)NC(=O)C3=C4C(=C(C=C3)C)OC5=C(C(=O)C(=C(C5=N4)C(=O)NC6C(OC(=O)C(N(C(=O)CN(C(=O)C7CCCN7C(=O)C(NC6=O)C(C)C)C)C)C(C)C)C)N)C. Drug 2: CC1CCCC2(C(O2)CC(NC(=O)CC(C(C(=O)C(C1O)C)(C)C)O)C(=CC3=CSC(=N3)C)C)C. Cell line: M14. Synergy scores: CSS=57.7, Synergy_ZIP=4.71, Synergy_Bliss=4.74, Synergy_Loewe=-16.5, Synergy_HSA=0.439. (8) Drug 1: CC1=C(C=C(C=C1)C(=O)NC2=CC(=CC(=C2)C(F)(F)F)N3C=C(N=C3)C)NC4=NC=CC(=N4)C5=CN=CC=C5. Drug 2: CC1CCC2CC(C(=CC=CC=CC(CC(C(=O)C(C(C(=CC(C(=O)CC(OC(=O)C3CCCCN3C(=O)C(=O)C1(O2)O)C(C)CC4CCC(C(C4)OC)O)C)C)O)OC)C)C)C)OC. Cell line: NCI-H226. Synergy scores: CSS=-2.52, Synergy_ZIP=2.24, Synergy_Bliss=1.37, Synergy_Loewe=-7.21, Synergy_HSA=-5.83.